Predict which catalyst facilitates the given reaction. From a dataset of Catalyst prediction with 721,799 reactions and 888 catalyst types from USPTO. (1) The catalyst class is: 53. Reactant: [CH3:1][N:2]1[C:11]2[C:6](=[CH:7][CH:8]=[C:9]([CH3:12])[CH:10]=2)[CH:5]=[CH:4][C:3]1=[O:13].CC(N=NC(C#N)(C)C)(C#N)C.[Br:26]NC(=O)CCC(N)=O. Product: [Br:26][CH2:12][C:9]1[CH:10]=[C:11]2[C:6]([CH:5]=[CH:4][C:3](=[O:13])[N:2]2[CH3:1])=[CH:7][CH:8]=1. (2) Reactant: [S:1]1[CH:5]=[CH:4][CH:3]=[C:2]1[C:6]1[N:14]2[C:9]([CH:10]=[CH:11][CH:12]=[CH:13]2)=[CH:8][C:7]=1[C:15]#[N:16].C[Mg+].[Br-].[CH3:20]COCC.[BH4-].[Na+]. Product: [S:1]1[CH:5]=[CH:4][CH:3]=[C:2]1[C:6]1[N:14]2[C:9]([CH:10]=[CH:11][CH:12]=[CH:13]2)=[CH:8][C:7]=1[CH:15]([NH2:16])[CH3:20]. The catalyst class is: 36. (3) Product: [OH:33][C:22]1[C:21](=[O:34])[N:9]([CH2:8][CH2:7][CH2:6][N:1]2[CH:5]=[CH:4][N:3]=[CH:2]2)[CH:10]([C:11]2[CH:16]=[CH:15][CH:14]=[CH:13][CH:12]=2)[C:23]=1[C:24]1[C:32]2[C:27](=[CH:28][CH:29]=[CH:30][CH:31]=2)[NH:26][CH:25]=1. The catalyst class is: 8. Reactant: [N:1]1([CH2:6][CH2:7][CH2:8][NH2:9])[CH:5]=[CH:4][N:3]=[CH:2]1.[CH:10](=O)[C:11]1[CH:16]=[CH:15][CH:14]=[CH:13][CH:12]=1.C(O[C:21](=[O:34])[C:22](=[O:33])[CH2:23][C:24]1[C:32]2[C:27](=[CH:28][CH:29]=[CH:30][CH:31]=2)[NH:26][CH:25]=1)C. (4) Reactant: OC1C=CC=C2C=1N=CC=C2.C(=O)([O-])[O-].[K+].[K+].Br[C:19]1[CH:24]=[CH:23][C:22]([C:25]2[CH:30]=[CH:29][C:28]([N:31]3[CH2:35][CH2:34][C@@H:33]4[CH2:36][N:37]([C:39]([O:41][CH2:42][CH3:43])=[O:40])[CH2:38][C@H:32]34)=[CH:27][CH:26]=2)=[CH:21][CH:20]=1.[N:44]1[NH:45][C:46](=[O:50])[CH:47]=[CH:48][CH:49]=1. Product: [O:50]=[C:46]1[N:45]([C:28]2([N:31]3[CH2:35][CH2:34][C@@H:33]4[CH2:36][N:37]([C:39]([O:41][CH2:42][CH3:43])=[O:40])[CH2:38][C@H:32]34)[CH:29]=[CH:30][C:25]([C:22]3[CH:23]=[CH:24][CH:19]=[CH:20][CH:21]=3)=[CH:26][CH2:27]2)[N:44]=[CH:49][CH:48]=[CH:47]1. The catalyst class is: 590.